Dataset: CYP2D6 inhibition data for predicting drug metabolism from PubChem BioAssay. Task: Regression/Classification. Given a drug SMILES string, predict its absorption, distribution, metabolism, or excretion properties. Task type varies by dataset: regression for continuous measurements (e.g., permeability, clearance, half-life) or binary classification for categorical outcomes (e.g., BBB penetration, CYP inhibition). Dataset: cyp2d6_veith. (1) The compound is COc1ccc(/C=C2\NC(=S)N(CC3CCCO3)C2=O)c(OC)c1. The result is 0 (non-inhibitor). (2) The molecule is CCOc1ccc(N2CC(=O)N(c3ccc(OCC)cc3)CC2=O)cc1. The result is 0 (non-inhibitor). (3) The molecule is NC(=O)C1CCN(C(=O)CN2C(=O)c3ccccc3S2(=O)=O)CC1. The result is 0 (non-inhibitor). (4) The molecule is CCNC(=S)NNC(=O)c1cc(C)on1. The result is 0 (non-inhibitor). (5) The compound is CC1CCCN(C(=O)c2sc3cc([N+](=O)[O-])ccc3c2Cl)C1. The result is 1 (inhibitor). (6) The molecule is CCn1c(SCc2ccc(C#N)cc2)nnc1-c1ccc(S(=O)(=O)N2CCCCC2)cc1. The result is 0 (non-inhibitor).